From a dataset of hERG potassium channel inhibition data for cardiac toxicity prediction from Karim et al.. Regression/Classification. Given a drug SMILES string, predict its toxicity properties. Task type varies by dataset: regression for continuous values (e.g., LD50, hERG inhibition percentage) or binary classification for toxic/non-toxic outcomes (e.g., AMES mutagenicity, cardiotoxicity, hepatotoxicity). Dataset: herg_karim. (1) The compound is NC(=O)Cc1ccc([C@H]2CC[C@@H](N3CC(NC(=O)CNc4n[nH]c5ccc(C(F)(F)F)cc45)C3)CC2)cc1. The result is 1 (blocker). (2) The compound is NC1=N[C@@]2(CO1)c1cc(-c3cccnc3F)ccc1Oc1c2cc(-c2ccnc(F)c2)nc1F. The result is 0 (non-blocker).